Task: Predict the product of the given reaction.. Dataset: Forward reaction prediction with 1.9M reactions from USPTO patents (1976-2016) (1) Given the reactants [Cl:1][C:2]1[C:7]([NH:8][S:9]([C:12]2[CH:17]=[CH:16][C:15]([F:18])=[CH:14][CH:13]=2)(=[O:11])=[O:10])=[CH:6][C:5]([C:19]2[CH:20]=[C:21]3[C:26](=[CH:27][CH:28]=2)[N:25]=[CH:24][C:23](Cl)=[N:22]3)=[CH:4][N:3]=1.[N:30]1[CH:35]=[CH:34][C:33](B(O)O)=[CH:32][CH:31]=1.C([O-])(=O)C.[K+].O, predict the reaction product. The product is: [Cl:1][C:2]1[C:7]([NH:8][S:9]([C:12]2[CH:17]=[CH:16][C:15]([F:18])=[CH:14][CH:13]=2)(=[O:11])=[O:10])=[CH:6][C:5]([C:19]2[CH:20]=[C:21]3[C:26](=[CH:27][CH:28]=2)[N:25]=[CH:24][C:23]([C:33]2[CH:34]=[CH:35][N:30]=[CH:31][CH:32]=2)=[N:22]3)=[CH:4][N:3]=1. (2) Given the reactants CS([C:5]1[N:10]=[C:9]([O:11][C:12]2[CH:13]=[N:14][CH:15]=[CH:16][CH:17]=2)[C:8]([C:18]2[CH:23]=[CH:22][C:21]([Cl:24])=[CH:20][CH:19]=2)=[C:7]([C:25]2[CH:30]=[CH:29][C:28]([Cl:31])=[CH:27][C:26]=2[Cl:32])[N:6]=1)(=O)=O.C([Li])CCC.[CH:38]([OH:41])([CH3:40])[CH3:39], predict the reaction product. The product is: [CH:38]([O:41][C:5]1[N:10]=[C:9]([O:11][C:12]2[CH:13]=[N:14][CH:15]=[CH:16][CH:17]=2)[C:8]([C:18]2[CH:23]=[CH:22][C:21]([Cl:24])=[CH:20][CH:19]=2)=[C:7]([C:25]2[CH:30]=[CH:29][C:28]([Cl:31])=[CH:27][C:26]=2[Cl:32])[N:6]=1)([CH3:40])[CH3:39]. (3) Given the reactants [Cl:1][C:2]1[CH:7]=[C:6]([Cl:8])[CH:5]=[CH:4][C:3]=1[C:9]1[NH:10][C:11](=O)[C:12]2[N:13]([CH:15]=[CH:16][N:17]=2)[CH:14]=1.C(=O)(O)[O-].[Na+].C(OCC)(=O)C.P(Cl)(Cl)([Cl:32])=O, predict the reaction product. The product is: [Cl:32][C:11]1[C:12]2[N:13]([CH:15]=[CH:16][N:17]=2)[CH:14]=[C:9]([C:3]2[CH:4]=[CH:5][C:6]([Cl:8])=[CH:7][C:2]=2[Cl:1])[N:10]=1. (4) The product is: [CH3:3][CH:4]1[C:12]2[C:7](=[CH:8][CH:9]=[CH:10][CH:11]=2)[CH:6]([OH:13])[CH2:5]1. Given the reactants [BH4-].[Na+].[CH3:3][CH:4]1[C:12]2[C:7](=[CH:8][CH:9]=[CH:10][CH:11]=2)[C:6](=[O:13])[CH2:5]1, predict the reaction product. (5) The product is: [Cl:1][C:2]1[CH:3]=[CH:4][C:5]([C:8]2[CH:9]=[C:10]([NH:20][C:27]([C:26]3[C:22]([CH3:21])=[N:23][O:24][CH:25]=3)=[O:28])[CH:11]=[N:12][C:13]=2[O:14][CH2:15][C:16]([F:17])([F:18])[F:19])=[CH:6][CH:7]=1. Given the reactants [Cl:1][C:2]1[CH:7]=[CH:6][C:5]([C:8]2[CH:9]=[C:10]([NH2:20])[CH:11]=[N:12][C:13]=2[O:14][CH2:15][C:16]([F:19])([F:18])[F:17])=[CH:4][CH:3]=1.[CH3:21][C:22]1[C:26]([C:27](O)=[O:28])=[CH:25][O:24][N:23]=1, predict the reaction product. (6) Given the reactants [NH2:1][C@@H:2]([CH2:19][C:20]1[CH:25]=[CH:24][C:23]([O:26][CH3:27])=[CH:22][CH:21]=1)[C:3]([NH:5][C@@H:6]([CH2:13][C:14]1[CH2:18][CH2:17][CH2:16][CH:15]=1)[C:7]([C@@:9]1([CH3:12])[CH2:11][O:10]1)=[O:8])=[O:4].[C:28]([O:32][C:33]([NH:35][C@@H:36]([CH3:40])[C:37](O)=[O:38])=[O:34])([CH3:31])([CH3:30])[CH3:29].CN(C(ON1N=NC2C=CC=NC1=2)=[N+](C)C)C.F[P-](F)(F)(F)(F)F.CCN(C(C)C)C(C)C, predict the reaction product. The product is: [C:14]1([CH2:13][C@H:6]([NH:5][C:3](=[O:4])[C@@H:2]([NH:1][C:37](=[O:38])[C@@H:36]([NH:35][C:33](=[O:34])[O:32][C:28]([CH3:30])([CH3:29])[CH3:31])[CH3:40])[CH2:19][C:20]2[CH:21]=[CH:22][C:23]([O:26][CH3:27])=[CH:24][CH:25]=2)[C:7]([C@@:9]2([CH3:12])[CH2:11][O:10]2)=[O:8])[CH2:18][CH2:17][CH2:16][CH:15]=1. (7) Given the reactants F[C:2]1[CH:7]=[CH:6][C:5]([N+:8]([O-:10])=[O:9])=[CH:4][CH:3]=1.[NH:11]1[CH2:16][CH2:15][S:14][CH2:13][CH2:12]1.C([O-])([O-])=O.[K+].[K+], predict the reaction product. The product is: [N+:8]([C:5]1[CH:6]=[CH:7][C:2]([N:11]2[CH2:16][CH2:15][S:14][CH2:13][CH2:12]2)=[CH:3][CH:4]=1)([O-:10])=[O:9].